Dataset: Forward reaction prediction with 1.9M reactions from USPTO patents (1976-2016). Task: Predict the product of the given reaction. Given the reactants [CH3:1][C:2]1[C:11]([NH:12][C:13]([C:15]2[C:20]([CH3:21])=[CH:19][CH:18]=[C:17]([C:22]3[CH:27]=[CH:26][CH:25]=[CH:24][CH:23]=3)[N:16]=2)=[O:14])=[C:10]([CH3:28])[CH:9]=[CH:8][C:3]=1[C:4]([O:6]C)=[O:5].[OH-].[Na+].Cl, predict the reaction product. The product is: [CH3:1][C:2]1[C:11]([NH:12][C:13]([C:15]2[C:20]([CH3:21])=[CH:19][CH:18]=[C:17]([C:22]3[CH:27]=[CH:26][CH:25]=[CH:24][CH:23]=3)[N:16]=2)=[O:14])=[C:10]([CH3:28])[CH:9]=[CH:8][C:3]=1[C:4]([OH:6])=[O:5].